From a dataset of Reaction yield outcomes from USPTO patents with 853,638 reactions. Predict the reaction yield, written as a fraction of the theoretical maximum amount of product (1.0 means a 100% yield; for example, 0.34 means a 34% yield). (1) The reactants are [CH2:1]([N:3]1[C:7]2=[N:8][C:9]([CH2:33][CH3:34])=[C:10]([CH2:19][NH:20][C:21]([C:23]3[CH:24]=[C:25]([CH:29]=[C:30]([CH3:32])[CH:31]=3)[C:26](O)=[O:27])=[O:22])[C:11]([NH:12][CH:13]3[CH2:18][CH2:17][O:16][CH2:15][CH2:14]3)=[C:6]2[CH:5]=[N:4]1)[CH3:2].CN(C(ON1N=NC2C=CC=CC1=2)=[N+](C)C)C.F[P-](F)(F)(F)(F)F.[Br:59][C:60]1[CH:61]=[C:62]([CH2:67][NH2:68])[CH:63]=[CH:64][C:65]=1[Cl:66]. The catalyst is ClCCl. The product is [Br:59][C:60]1[CH:61]=[C:62]([CH2:67][NH:68][C:26]([C:25]2[CH:29]=[C:30]([CH3:32])[CH:31]=[C:23]([C:21]([NH:20][CH2:19][C:10]3[C:11]([NH:12][CH:13]4[CH2:18][CH2:17][O:16][CH2:15][CH2:14]4)=[C:6]4[CH:5]=[N:4][N:3]([CH2:1][CH3:2])[C:7]4=[N:8][C:9]=3[CH2:33][CH3:34])=[O:22])[CH:24]=2)=[O:27])[CH:63]=[CH:64][C:65]=1[Cl:66]. The yield is 0.162. (2) The reactants are Cl[CH2:2][CH2:3][CH2:4][C:5]([NH:7][C@@H:8]([C:10]1[N:11]([CH3:22])[CH:12]=[C:13]([C:15]2[CH:20]=[CH:19][C:18]([I:21])=[CH:17][CH:16]=2)[N:14]=1)[CH3:9])=[O:6].C1COCC1.CC(C)([O-])C.[K+].CCOC(C)=O. The catalyst is O. The product is [I:21][C:18]1[CH:19]=[CH:20][C:15]([C:13]2[N:14]=[C:10]([C@H:8]([N:7]3[CH2:2][CH2:3][CH2:4][C:5]3=[O:6])[CH3:9])[N:11]([CH3:22])[CH:12]=2)=[CH:16][CH:17]=1. The yield is 0.860. (3) The catalyst is CN(C=O)C.O. The reactants are [NH2:1][C:2]1[C:3]2[C:13]([O:14][CH:15]3[CH2:18][CH2:17][CH2:16]3)=[CH:12][CH:11]=[C:10]([C:19]([NH2:21])=O)[C:4]=2[S:5][C:6]=1[C:7]([NH2:9])=[O:8].N1C(Cl)=NC(Cl)=NC=1Cl. The product is [NH2:1][C:2]1[C:3]2[C:13]([O:14][CH:15]3[CH2:18][CH2:17][CH2:16]3)=[CH:12][CH:11]=[C:10]([C:19]#[N:21])[C:4]=2[S:5][C:6]=1[C:7]([NH2:9])=[O:8]. The yield is 0.481. (4) The reactants are S(Cl)([Cl:3])=O.[Cl:5][C:6]1[C:11]([CH2:12]O)=[CH:10][C:9]([CH3:14])=[CH:8][N:7]=1. The catalyst is C(Cl)Cl. The product is [Cl:5][C:6]1[C:11]([CH2:12][Cl:3])=[CH:10][C:9]([CH3:14])=[CH:8][N:7]=1. The yield is 0.920. (5) The product is [C:8]([C:4]1[CH:3]=[C:2]([N:13]2[CH2:14][CH2:15][O:11][C:12]2=[O:16])[CH:7]=[CH:6][CH:5]=1)(=[O:10])[CH3:9]. The yield is 1.00. The reactants are Br[C:2]1[CH:3]=[C:4]([C:8](=[O:10])[CH3:9])[CH:5]=[CH:6][CH:7]=1.[O:11]1[CH2:15][CH2:14][NH:13][C:12]1=[O:16]. No catalyst specified. (6) The reactants are [OH:1][C:2]([C:5]1[CH:31]=[CH:30][C:8]([C:9]([NH:11][C:12]2[CH:17]=[C:16]([N:18]3[CH2:23][CH2:22][CH:21]([C:24]([OH:26])=O)[CH2:20][CH2:19]3)[N:15]3[N:27]=[CH:28][CH:29]=[C:14]3[N:13]=2)=[O:10])=[CH:7][CH:6]=1)([CH3:4])[CH3:3].CN.C[CH2:35][N:36]=C=NCCCN(C)C.C1C=CC2N(O)N=NC=2C=1. The catalyst is CN(C=O)C. The product is [OH:1][C:2]([C:5]1[CH:6]=[CH:7][C:8]([C:9]([NH:11][C:12]2[CH:17]=[C:16]([N:18]3[CH2:19][CH2:20][CH:21]([C:24]([NH:36][CH3:35])=[O:26])[CH2:22][CH2:23]3)[N:15]3[N:27]=[CH:28][CH:29]=[C:14]3[N:13]=2)=[O:10])=[CH:30][CH:31]=1)([CH3:3])[CH3:4]. The yield is 0.550.